From a dataset of Forward reaction prediction with 1.9M reactions from USPTO patents (1976-2016). Predict the product of the given reaction. (1) Given the reactants C[O:2][C:3](=[O:33])[CH2:4][C:5]1[CH:10]=[CH:9][C:8]([C:11]2[S:12][C:13]([C:16]3[N:17]([C:25]4[CH:30]=[CH:29][CH:28]=[CH:27][C:26]=4[Cl:31])[CH:18]=[C:19]([C:21]([F:24])([F:23])[F:22])[N:20]=3)=[CH:14][CH:15]=2)=[C:7]([CH3:32])[CH:6]=1.O.[OH-].[Li+].Cl, predict the reaction product. The product is: [Cl:31][C:26]1[CH:27]=[CH:28][CH:29]=[CH:30][C:25]=1[N:17]1[CH:18]=[C:19]([C:21]([F:23])([F:24])[F:22])[N:20]=[C:16]1[C:13]1[S:12][C:11]([C:8]2[CH:9]=[CH:10][C:5]([CH2:4][C:3]([OH:33])=[O:2])=[CH:6][C:7]=2[CH3:32])=[CH:15][CH:14]=1. (2) Given the reactants [C:1]([O:5][C:6]([CH2:8][CH:9]1[O:14][C:13]([CH3:16])([CH3:15])[O:12][CH:11]([CH2:17][CH2:18][N:19]2[C:23]([C:24]3[CH:29]=[CH:28][C:27]([F:30])=[CH:26][CH:25]=3)=[C:22]([C:31]3[CH:36]=[CH:35][CH:34]=[CH:33][CH:32]=3)[C:21]([C:37]([OH:39])=O)=[C:20]2[CH:40]([CH3:42])[CH3:41])[CH2:10]1)=[O:7])([CH3:4])([CH3:3])[CH3:2].ClC([O-])=O.C(OC(Cl)=O)C(C)C.[NH2:55][C:56]1[CH:61]=[CH:60][CH:59]=[CH:58][CH:57]=1, predict the reaction product. The product is: [C:1]([O:5][C:6](=[O:7])[CH2:8][CH:9]1[CH2:10][CH:11]([CH2:17][CH2:18][N:19]2[C:20]([CH:40]([CH3:41])[CH3:42])=[C:21]([C:37](=[O:39])[NH:55][C:56]3[CH:61]=[CH:60][CH:59]=[CH:58][CH:57]=3)[C:22]([C:31]3[CH:36]=[CH:35][CH:34]=[CH:33][CH:32]=3)=[C:23]2[C:24]2[CH:25]=[CH:26][C:27]([F:30])=[CH:28][CH:29]=2)[O:12][C:13]([CH3:15])([CH3:16])[O:14]1)([CH3:3])([CH3:4])[CH3:2]. (3) Given the reactants C1(P(C2C=CC=CC=2)C2C=CC=CC=2)C=CC=CC=1.BrN1C(=O)CCC1=O.[C:28]([C:30]1[CH:31]=[C:32]([CH:40]([CH2:44][CH:45]2[CH2:49][CH2:48][CH2:47][CH2:46]2)[C:41]([OH:43])=O)[CH:33]=[CH:34][C:35]=1[S:36]([CH3:39])(=[O:38])=[O:37])#[N:29].[NH2:50][C:51]1[S:52][CH:53]=[CH:54][N:55]=1, predict the reaction product. The product is: [C:28]([C:30]1[CH:31]=[C:32]([CH:40]([CH2:44][CH:45]2[CH2:46][CH2:47][CH2:48][CH2:49]2)[C:41]([NH:50][C:51]2[S:52][CH:53]=[CH:54][N:55]=2)=[O:43])[CH:33]=[CH:34][C:35]=1[S:36]([CH3:39])(=[O:38])=[O:37])#[N:29]. (4) Given the reactants [O:1]1[C:6]2[CH:7]=[CH:8][C:9]([C:11]3[C:16]([F:17])=[CH:15][CH:14]=[C:13]([C:18]([F:21])([F:20])[F:19])[C:12]=3[C:22](=[O:27])[C:23]([O:25][CH3:26])=[O:24])=[CH:10][C:5]=2[CH2:4][CH2:3][CH2:2]1.[BH4-].[Na+].O, predict the reaction product. The product is: [O:1]1[C:6]2[CH:7]=[CH:8][C:9]([C:11]3[C:16]([F:17])=[CH:15][CH:14]=[C:13]([C:18]([F:19])([F:20])[F:21])[C:12]=3[CH:22]([OH:27])[C:23]([O:25][CH3:26])=[O:24])=[CH:10][C:5]=2[CH2:4][CH2:3][CH2:2]1. (5) Given the reactants [H-].[Na+].[CH2:3]([O:10][C:11]([N:13]1[CH2:18][CH:17]([O:19][CH2:20][C:21]2[CH:22]=[CH:23][C:24]3[O:29][CH2:28][CH2:27][N:26]([CH2:30][CH2:31][CH2:32][O:33][CH3:34])[C:25]=3[CH:35]=2)[CH:16]([C:36]2[CH:41]=[CH:40][C:39]([O:42][CH3:43])=[CH:38][CH:37]=2)[CH:15]([OH:44])[CH2:14]1)=[O:12])[C:4]1[CH:9]=[CH:8][CH:7]=[CH:6][CH:5]=1.[CH3:45][N:46]([CH3:50])[C:47](Cl)=[O:48], predict the reaction product. The product is: [CH2:3]([O:10][C:11]([N:13]1[CH2:18][CH:17]([O:19][CH2:20][C:21]2[CH:22]=[CH:23][C:24]3[O:29][CH2:28][CH2:27][N:26]([CH2:30][CH2:31][CH2:32][O:33][CH3:34])[C:25]=3[CH:35]=2)[CH:16]([C:36]2[CH:41]=[CH:40][C:39]([O:42][CH3:43])=[CH:38][CH:37]=2)[CH:15]([O:44][C:47](=[O:48])[N:46]([CH3:50])[CH3:45])[CH2:14]1)=[O:12])[C:4]1[CH:9]=[CH:8][CH:7]=[CH:6][CH:5]=1. (6) Given the reactants [F:1][C:2]1[C:3]([OH:9])=[N:4][C:5]([F:8])=[CH:6][CH:7]=1.N1C=CC=CC=1.[F:16][C:17]([F:30])([F:29])[S:18](O[S:18]([C:17]([F:30])([F:29])[F:16])(=[O:20])=[O:19])(=[O:20])=[O:19], predict the reaction product. The product is: [F:16][C:17]([F:30])([F:29])[S:18]([O:9][C:3]1[C:2]([F:1])=[CH:7][CH:6]=[C:5]([F:8])[N:4]=1)(=[O:20])=[O:19]. (7) The product is: [CH3:26][C:2]1([CH3:1])[CH2:6][C:5]2[C:7]([C:28]3[CH:37]=[CH:36][CH:35]=[C:30]([C:31]([O:33][CH3:34])=[O:32])[CH:29]=3)=[CH:8][CH:9]=[C:10]([O:11][CH3:12])[C:4]=2[O:3]1. Given the reactants [CH3:1][C:2]1([CH3:26])[CH2:6][C:5]2[C:7]([Sn](CCCC)(CCCC)CCCC)=[CH:8][CH:9]=[C:10]([O:11][CH3:12])[C:4]=2[O:3]1.Br[C:28]1[CH:29]=[C:30]([CH:35]=[CH:36][CH:37]=1)[C:31]([O:33][CH3:34])=[O:32].C(=O)([O-])[O-].[Na+].[Na+].O, predict the reaction product.